This data is from Forward reaction prediction with 1.9M reactions from USPTO patents (1976-2016). The task is: Predict the product of the given reaction. (1) Given the reactants [Cl:1][C:2]1[CH:7]=[CH:6][CH:5]=[C:4]([F:8])[C:3]=1[NH:9][C:10]1[NH:11][C:12]2[C:18]3[CH2:19][C:20]([CH3:23])([CH3:22])[O:21][C:17]=3[C:16]([C:24]([OH:26])=O)=[CH:15][C:13]=2[N:14]=1.S(Cl)(Cl)=O.[CH3:31][C:32]1[CH:38]=[C:37]([C:39]([F:42])([F:41])[F:40])[CH:36]=[CH:35][C:33]=1[NH2:34].CCN(C(C)C)C(C)C, predict the reaction product. The product is: [Cl:1][C:2]1[CH:7]=[CH:6][CH:5]=[C:4]([F:8])[C:3]=1[NH:9][C:10]1[NH:11][C:12]2[C:18]3[CH2:19][C:20]([CH3:22])([CH3:23])[O:21][C:17]=3[C:16]([C:24]([NH:34][C:33]3[CH:35]=[CH:36][C:37]([C:39]([F:40])([F:41])[F:42])=[CH:38][C:32]=3[CH3:31])=[O:26])=[CH:15][C:13]=2[N:14]=1. (2) The product is: [F:1][C:2]1[CH:7]=[CH:6][C:5]([NH:8][C:9]2[C:18]3[C:13](=[CH:14][C:15]([O:38][CH3:39])=[C:16]([O:19][CH2:20][CH2:21][CH2:22][N:23]4[CH2:24][CH:25]5[CH:26]([CH2:28][NH:29][CH2:30]5)[CH2:27]4)[CH:17]=3)[N:12]=[CH:11][N:10]=2)=[CH:4][CH:3]=1. Given the reactants [F:1][C:2]1[CH:7]=[CH:6][C:5]([NH:8][C:9]2[C:18]3[C:13](=[CH:14][C:15]([O:38][CH3:39])=[C:16]([O:19][CH2:20][CH2:21][CH2:22][N:23]4[CH2:27][CH:26]5[CH2:28][N:29](C(OC(C)(C)C)=O)[CH2:30][CH:25]5[CH2:24]4)[CH:17]=3)[N:12]=[CH:11][N:10]=2)=[CH:4][CH:3]=1.Cl, predict the reaction product. (3) Given the reactants [Br:1][C:2]1[CH:7]=[CH:6][C:5]([C:8]2[S:12][CH:11]=[C:10]([C:13](=[N:15][NH:16][C:17]([N:19]3[CH2:24][CH2:23][CH:22]([C:25](O)=[O:26])[CH2:21][CH2:20]3)=[S:18])[CH3:14])[C:9]=2[OH:28])=[CH:4][CH:3]=1.Cl.CN(C)CCCN=C=NCC.C1C=CC2N(O)N=NC=2C=1.C(N(C(C)C)CC)(C)C.[N:60]1[CH:65]=[CH:64][C:63]([CH2:66][NH2:67])=[CH:62][CH:61]=1, predict the reaction product. The product is: [N:60]1[CH:65]=[CH:64][C:63]([CH2:66][NH:67][C:25]([CH:22]2[CH2:21][CH2:20][N:19]([C:17]([NH:16][N:15]=[C:13]([C:10]3[C:9]([OH:28])=[C:8]([C:5]4[CH:6]=[CH:7][C:2]([Br:1])=[CH:3][CH:4]=4)[S:12][CH:11]=3)[CH3:14])=[S:18])[CH2:24][CH2:23]2)=[O:26])=[CH:62][CH:61]=1. (4) Given the reactants [NH2:1][C:2]1[CH:3]=[C:4]([C:8]2[N:13]=[C:12]([C:14]3[CH:19]=[CH:18][CH:17]=[CH:16][CH:15]=3)[N:11]=[C:10]([C:20]3[CH:21]=[C:22]([CH:24]=[CH:25][CH:26]=3)[NH2:23])[CH:9]=2)[CH:5]=[CH:6][CH:7]=1.[CH:27]1[C:32]([C:33]([OH:35])=[O:34])=[CH:31][C:30]2[C:36](O[C:39](=[O:40])[C:29]=2[CH:28]=1)=[O:37], predict the reaction product. The product is: [C:33]([C:32]1[CH:31]=[C:30]2[C:29](=[CH:28][CH:27]=1)[C:39](=[O:40])[N:23]([C:22]1[CH:21]=[C:20]([C:10]3[N:11]=[C:12]([C:14]4[CH:15]=[CH:16][CH:17]=[CH:18][CH:19]=4)[N:13]=[C:8]([C:4]4[CH:3]=[C:2]([N:1]5[C:36](=[O:37])[C:30]6[C:29](=[CH:28][CH:27]=[C:32]([C:33]([OH:35])=[O:34])[CH:31]=6)[C:39]5=[O:40])[CH:7]=[CH:6][CH:5]=4)[CH:9]=3)[CH:26]=[CH:25][CH:24]=1)[C:36]2=[O:37])([OH:35])=[O:34]. (5) Given the reactants C1(N[C:7]2[C:12]([CH3:13])=[C:11]([CH3:14])[N:10]=[C:9]([NH:15][CH2:16][C:17]3[CH:22]=[CH:21][CH:20]=[CH:19][N:18]=3)[N:8]=2)CCCC1.[F:23][C:24]([F:34])([F:33])[O:25][C:26]1[CH:27]=[C:28]([NH2:32])[CH:29]=[CH:30][CH:31]=1, predict the reaction product. The product is: [CH3:13][C:12]1[C:7]([NH:32][C:28]2[CH:29]=[CH:30][CH:31]=[C:26]([O:25][C:24]([F:33])([F:34])[F:23])[CH:27]=2)=[N:8][C:9]([NH:15][CH2:16][C:17]2[CH:22]=[CH:21][CH:20]=[CH:19][N:18]=2)=[N:10][C:11]=1[CH3:14]. (6) The product is: [ClH:30].[ClH:30].[CH2:28]([N:3]([CH2:1][CH3:2])[CH2:4][CH2:5][O:6][C:7]1[CH:8]=[CH:9][C:10]2[C:14]3[CH:15]=[CH:16][C:17]([O:19][CH2:20][CH2:21][N:22]([CH2:25][CH3:26])[CH2:23][CH3:24])=[CH:18][C:13]=3[S:12][C:11]=2[CH:27]=1)[CH3:29]. Given the reactants [CH2:1]([N:3]([CH2:28][CH3:29])[CH2:4][CH2:5][O:6][C:7]1[CH:8]=[CH:9][C:10]2[C:14]3[CH:15]=[CH:16][C:17]([O:19][CH2:20][CH2:21][N:22]([CH2:25][CH3:26])[CH2:23][CH3:24])=[CH:18][C:13]=3[S:12][C:11]=2[CH:27]=1)[CH3:2].[ClH:30].O1CCOCC1, predict the reaction product. (7) Given the reactants [NH2:1][C:2]1[N:7]=[C:6](OS(C(F)(F)F)(=O)=O)[C:5]([N+:16]([O-:18])=[O:17])=[C:4]([C:19]2[O:20][CH:21]=[CH:22][CH:23]=2)[N:3]=1.[CH2:24]([NH2:27])[CH2:25][CH3:26], predict the reaction product. The product is: [O:20]1[CH:21]=[CH:22][CH:23]=[C:19]1[C:4]1[N:3]=[C:2]([NH2:1])[N:7]=[C:6]([NH:27][CH2:24][CH2:25][CH3:26])[C:5]=1[N+:16]([O-:18])=[O:17]. (8) The product is: [C:1]([NH:4][CH2:5][CH2:6][CH2:7][S:8]([O:11][CH2:12][C:13]([CH3:26])([CH3:27])[C@@H:14]([OH:25])[C:15]([O:17][CH2:18][CH2:19][O:20][C:21](=[O:24])[CH2:22][PH:28]([O:30][C:31]1[CH:36]=[CH:35][CH:34]=[CH:33][CH:32]=1)=[O:29])=[O:16])(=[O:9])=[O:10])(=[O:3])[CH3:2]. Given the reactants [C:1]([NH:4][CH2:5][CH2:6][CH2:7][S:8]([O:11][CH2:12][C:13]([CH3:27])([CH3:26])[C@@H:14]([OH:25])[C:15]([O:17][CH2:18][CH2:19][O:20][C:21](=[O:24])[CH2:22]O)=[O:16])(=[O:10])=[O:9])(=[O:3])[CH3:2].[P:28](Cl)(OC1C=CC=CC=1)([O:30][C:31]1[CH:36]=[CH:35][CH:34]=[CH:33][CH:32]=1)=[O:29].N1C=CC=CC=1.C(N(CC)CC)C, predict the reaction product.